From a dataset of Catalyst prediction with 721,799 reactions and 888 catalyst types from USPTO. Predict which catalyst facilitates the given reaction. (1) Reactant: [Cl:1][C:2]1[CH:3]=[CH:4][C:5]([O:11][CH3:12])=[C:6]([CH:10]=1)[C:7]([OH:9])=O.C1N=CN(C(N2C=NC=C2)=O)C=1.[C:25]([O:31][CH2:32][CH3:33])(=[O:30])[CH2:26]C([O-])=O.[K+].[Cl-].[Mg+2].[Cl-]. Product: [Cl:1][C:2]1[CH:3]=[CH:4][C:5]([O:11][CH3:12])=[C:6]([C:7](=[O:9])[CH2:26][C:25]([O:31][CH2:32][CH3:33])=[O:30])[CH:10]=1. The catalyst class is: 7. (2) Reactant: [CH3:1][O:2][C:3](=[O:12])[C:4]1[CH:9]=[C:8]([Cl:10])[CH:7]=[C:6]([NH2:11])[CH:5]=1.N1C=CC=CC=1.[Cl:19][CH2:20][CH2:21][CH2:22][C:23](Cl)=[O:24]. Product: [CH3:1][O:2][C:3](=[O:12])[C:4]1[CH:5]=[C:6]([NH:11][C:23](=[O:24])[CH2:22][CH2:21][CH2:20][Cl:19])[CH:7]=[C:8]([Cl:10])[CH:9]=1. The catalyst class is: 2. (3) Reactant: [Si:1]([O:18][CH2:19][C:20]1[C:21]([O:30][CH2:31][CH:32]2[CH2:34][CH2:33]2)=[CH:22][C:23]([OH:29])=[C:24]([C:26](=O)[CH3:27])[CH:25]=1)([C:14]([CH3:17])([CH3:16])[CH3:15])([C:8]1[CH:13]=[CH:12][CH:11]=[CH:10][CH:9]=1)[C:2]1[CH:7]=[CH:6][CH:5]=[CH:4][CH:3]=1.[Cl-].[OH:36][NH3+:37].C([O-])(=O)C.[Na+]. Product: [Si:1]([O:18][CH2:19][C:20]1[C:21]([O:30][CH2:31][CH:32]2[CH2:34][CH2:33]2)=[CH:22][C:23]([OH:29])=[C:24]([C:26](=[N:37][OH:36])[CH3:27])[CH:25]=1)([C:14]([CH3:17])([CH3:16])[CH3:15])([C:8]1[CH:13]=[CH:12][CH:11]=[CH:10][CH:9]=1)[C:2]1[CH:7]=[CH:6][CH:5]=[CH:4][CH:3]=1. The catalyst class is: 40. (4) Reactant: [NH:1]1[C:9]2[C:4](=[CH:5][C:6]([C:10]([N:12]3[CH2:18][C:17]4([CH3:20])[CH2:19][CH:13]3[CH2:14][C:15]([CH3:22])([CH3:21])[CH2:16]4)=[O:11])=[CH:7][CH:8]=2)[CH:3]=[CH:2]1.C([Li])CCC.[C:28]1([S:34](Cl)(=[O:36])=[O:35])[CH:33]=[CH:32][CH:31]=[CH:30][CH:29]=1. Product: [C:28]1([S:34]([N:1]2[C:9]3[C:4](=[CH:5][C:6]([C:10]([N:12]4[CH2:18][C:17]5([CH3:20])[CH2:19][CH:13]4[CH2:14][C:15]([CH3:22])([CH3:21])[CH2:16]5)=[O:11])=[CH:7][CH:8]=3)[CH:3]=[CH:2]2)(=[O:36])=[O:35])[CH:33]=[CH:32][CH:31]=[CH:30][CH:29]=1. The catalyst class is: 1. (5) Reactant: [CH3:1][C:2]1([CH3:35])[C:6](=[O:7])[N:5]([C:8]2[CH:15]=[CH:14][C:11]([C:12]#[N:13])=[C:10]([C:16]([F:19])([F:18])[F:17])[CH:9]=2)[C:4](=[O:20])[N:3]1[CH2:21][C:22]1[CH:27]=[CH:26][CH:25]=[CH:24][C:23]=1[NH:28][C:29]1[CH:34]=[CH:33][CH:32]=[CH:31][CH:30]=1.[C:36]([BH3-])#N.[Na+].C=O.C(O)(=O)C. Product: [CH3:1][C:2]1([CH3:35])[C:6](=[O:7])[N:5]([C:8]2[CH:15]=[CH:14][C:11]([C:12]#[N:13])=[C:10]([C:16]([F:19])([F:17])[F:18])[CH:9]=2)[C:4](=[O:20])[N:3]1[CH2:21][C:22]1[CH:27]=[CH:26][CH:25]=[CH:24][C:23]=1[N:28]([CH3:36])[C:29]1[CH:34]=[CH:33][CH:32]=[CH:31][CH:30]=1. The catalyst class is: 10. (6) Reactant: [C-:1]#[N:2].[C-]#N.[C-]#N.[C-]#N.[C-]#N.[C-]#N.[Co:13].[Cl-].[Zn+2:15].[Cl-].C(O)(C)(C)C.[Co]. Product: [C-:1]#[N:2].[C-:1]#[N:2].[C-:1]#[N:2].[C-:1]#[N:2].[C-:1]#[N:2].[C-:1]#[N:2].[C-:1]#[N:2].[C-:1]#[N:2].[C-:1]#[N:2].[C-:1]#[N:2].[C-:1]#[N:2].[C-:1]#[N:2].[Co+3:13].[Co+3:13].[Zn+2:15].[Zn+2:15].[Zn+2:15]. The catalyst class is: 6. (7) Reactant: Cl[C:2]1[N:11]=[C:10]([OH:12])[C:9]2[C:4](=[CH:5][CH:6]=[C:7]([I:13])[CH:8]=2)[N:3]=1.[CH3:14][CH2:15][O-:16].[Na+]. Product: [CH2:15]([O:16][C:2]1[N:11]=[C:10]([OH:12])[C:9]2[C:4](=[CH:5][CH:6]=[C:7]([I:13])[CH:8]=2)[N:3]=1)[CH3:14]. The catalyst class is: 14. (8) Reactant: [CH3:1][C:2]1[C:10]2[C:5](=[CH:6][CH:7]=[C:8]([N+:11]([O-:13])=[O:12])[CH:9]=2)[NH:4][N:3]=1.[H-].[Na+].[CH2:16](I)[CH3:17]. Product: [CH2:16]([N:4]1[C:5]2[C:10](=[CH:9][C:8]([N+:11]([O-:13])=[O:12])=[CH:7][CH:6]=2)[C:2]([CH3:1])=[N:3]1)[CH3:17]. The catalyst class is: 3. (9) Reactant: [CH2:1]([O:3][C:4]1[CH:5]=[CH:6][C:7]([F:21])=[C:8]([C:10]2[CH:15]=[C:14]([CH:16]([CH3:18])[CH3:17])[N:13]=[C:12]([CH:19]=O)[CH:11]=2)[CH:9]=1)[CH3:2].[NH2:22][CH:23]1[CH2:27][CH2:26][N:25]([CH3:28])[C:24]1=[O:29].S([O-])([O-])(=O)=O.[Mg+2]. Product: [CH2:1]([O:3][C:4]1[CH:5]=[CH:6][C:7]([F:21])=[C:8]([C:10]2[CH:15]=[C:14]([CH:16]([CH3:18])[CH3:17])[N:13]=[C:12](/[CH:19]=[N:22]/[CH:23]3[CH2:27][CH2:26][N:25]([CH3:28])[C:24]3=[O:29])[CH:11]=2)[CH:9]=1)[CH3:2]. The catalyst class is: 2. (10) Reactant: N(OC(C)(C)C)=O.[Br:8][C:9]1[CH:15]=[CH:14][C:12](N)=[C:11]([O:16][C:17]([F:20])([F:19])[F:18])[CH:10]=1.[ClH:21]. Product: [Br:8][C:9]1[CH:15]=[CH:14][C:12]([Cl:21])=[C:11]([O:16][C:17]([F:20])([F:19])[F:18])[CH:10]=1. The catalyst class is: 879.